The task is: Predict the reaction yield, written as a fraction of the theoretical maximum amount of product (1.0 means a 100% yield; for example, 0.34 means a 34% yield).. This data is from Reaction yield outcomes from USPTO patents with 853,638 reactions. The reactants are CC1C=C(N2CCN(CCOC3C=CC=CC=3)C2=O)SC=1C(O)=O.[F:25][C:26]1[CH:47]=[CH:46][C:29]([CH2:30][N:31]2[CH2:35][CH2:34][N:33]([C:36]3[S:40][C:39]([C:41](O)=[O:42])=[C:38]([CH3:44])[CH:37]=3)[C:32]2=[O:45])=[CH:28][CH:27]=1.Cl.Cl.[NH:50]1[C:54]2[CH:55]=[CH:56][CH:57]=[CH:58][C:53]=2[N:52]=[C:51]1[CH2:59][NH2:60]. No catalyst specified. The product is [NH:50]1[C:54]2[CH:55]=[CH:56][CH:57]=[CH:58][C:53]=2[N:52]=[C:51]1[CH2:59][NH:60][C:41]([C:39]1[S:40][C:36]([N:33]2[CH2:34][CH2:35][N:31]([CH2:30][C:29]3[CH:28]=[CH:27][C:26]([F:25])=[CH:47][CH:46]=3)[C:32]2=[O:45])=[CH:37][C:38]=1[CH3:44])=[O:42]. The yield is 0.800.